From a dataset of Catalyst prediction with 721,799 reactions and 888 catalyst types from USPTO. Predict which catalyst facilitates the given reaction. (1) Reactant: C[O:2][C:3](=[O:24])[C:4]1[CH:9]=[CH:8][C:7]([C:10]2[CH:11]=[N:12][C:13]([O:16][CH2:17][C:18]3[CH:23]=[CH:22][CH:21]=[CH:20][CH:19]=3)=[CH:14][CH:15]=2)=[CH:6][CH:5]=1.[OH-].[Na+].Cl. Product: [CH2:17]([O:16][C:13]1[N:12]=[CH:11][C:10]([C:7]2[CH:6]=[CH:5][C:4]([C:3]([OH:24])=[O:2])=[CH:9][CH:8]=2)=[CH:15][CH:14]=1)[C:18]1[CH:19]=[CH:20][CH:21]=[CH:22][CH:23]=1. The catalyst class is: 24. (2) Reactant: [C:1]([Mg]Br)#[C:2][CH3:3].[CH3:6][C:7]1([CH3:31])[O:12][C:11](=[O:13])[C:10](=[CH:14][C:15]2[CH:20]=[CH:19][C:18]([S:21][CH2:22][C:23]3[CH:28]=[CH:27][CH:26]=[CH:25][C:24]=3[CH3:29])=[CH:17][CH:16]=2)[C:9](=[O:30])[O:8]1.[NH4+].[Cl-]. Product: [CH3:6][C:7]1([CH3:31])[O:12][C:11](=[O:13])[CH:10]([CH:14]([C:15]2[CH:16]=[CH:17][C:18]([S:21][CH2:22][C:23]3[CH:28]=[CH:27][CH:26]=[CH:25][C:24]=3[CH3:29])=[CH:19][CH:20]=2)[C:1]#[C:2][CH3:3])[C:9](=[O:30])[O:8]1. The catalyst class is: 1. (3) The catalyst class is: 26. Product: [CH2:1]([O:3][C:4]([C:6]1[NH:7][C:8]([CH3:11])=[C:9]([C:21](=[O:22])[CH2:20][C:16]2[CH:17]=[CH:18][CH:19]=[C:14]([O:13][CH3:12])[CH:15]=2)[CH:10]=1)=[O:5])[CH3:2]. Reactant: [CH2:1]([O:3][C:4]([C:6]1[NH:7][C:8]([CH3:11])=[CH:9][CH:10]=1)=[O:5])[CH3:2].[CH3:12][O:13][C:14]1[CH:15]=[C:16]([CH2:20][C:21](Cl)=[O:22])[CH:17]=[CH:18][CH:19]=1.